Predict the reaction yield, written as a fraction of the theoretical maximum amount of product (1.0 means a 100% yield; for example, 0.34 means a 34% yield). From a dataset of Reaction yield outcomes from USPTO patents with 853,638 reactions. The reactants are [Br:1][C:2]1[CH:3]=[CH:4][CH:5]=[C:6]2[C:11]=1[C:10]([C:12]([OH:14])=O)=[CH:9][CH:8]=[CH:7]2.C(Cl)(=O)C(Cl)=O.Cl.[F:22][C:23]1[CH:28]=[CH:27][C:26]([CH:29]([OH:43])[CH:30]([NH2:42])[CH2:31][C:32]2[CH:37]=[CH:36][C:35]([C:38]([F:41])([F:40])[F:39])=[CH:34][CH:33]=2)=[CH:25][CH:24]=1.C(=O)([O-])O.[Na+]. The catalyst is O1CCCC1.O.CN(C)C=O. The product is [Br:1][C:2]1[CH:3]=[CH:4][CH:5]=[C:6]2[C:11]=1[C:10]([C:12]([NH:42][CH:30]([CH2:31][C:32]1[CH:37]=[CH:36][C:35]([C:38]([F:41])([F:39])[F:40])=[CH:34][CH:33]=1)[CH:29]([C:26]1[CH:27]=[CH:28][C:23]([F:22])=[CH:24][CH:25]=1)[OH:43])=[O:14])=[CH:9][CH:8]=[CH:7]2. The yield is 0.290.